Dataset: Full USPTO retrosynthesis dataset with 1.9M reactions from patents (1976-2016). Task: Predict the reactants needed to synthesize the given product. (1) The reactants are: [Cl:1][C:2]1[C:3]([NH:21][C@H:22]([C:24]2[CH:29]=[CH:28][C:27]([F:30])=[CH:26][N:25]=2)[CH3:23])=[N:4][C:5]([NH:11][C:12]2[CH:16]=[C:15]([O:17][CH:18]([CH3:20])[CH3:19])[NH:14][N:13]=2)=[C:6]([N+:8]([O-])=O)[CH:7]=1.[CH2:31](O)C.C(OCC)(=O)C. Given the product [Cl:1][C:2]1[CH:7]=[C:6]2[N:8]=[CH:31][N:11]([C:12]3[CH:16]=[C:15]([O:17][CH:18]([CH3:20])[CH3:19])[NH:14][N:13]=3)[C:5]2=[N:4][C:3]=1[NH:21][C@H:22]([C:24]1[CH:29]=[CH:28][C:27]([F:30])=[CH:26][N:25]=1)[CH3:23], predict the reactants needed to synthesize it. (2) The reactants are: C[N+]1(C2N=C(OC)N=C(OC)N=2)CCOCC1.[Cl-].[Cl:19][C:20]1[CH:21]=[C:22]2[CH:28]=[C:27]([C:29]([OH:31])=O)[NH:26][C:23]2=[CH:24][N:25]=1.[CH3:32][O:33][C:34](=[O:48])[CH2:35][N:36]1[C:45]2[C:40](=[CH:41][CH:42]=[CH:43][CH:44]=2)[CH2:39][CH:38]([NH2:46])[C:37]1=[O:47]. Given the product [CH3:32][O:33][C:34](=[O:48])[CH2:35][N:36]1[C:45]2[C:40](=[CH:41][CH:42]=[CH:43][CH:44]=2)[CH2:39][CH:38]([NH:46][C:29]([C:27]2[NH:26][C:23]3=[CH:24][N:25]=[C:20]([Cl:19])[CH:21]=[C:22]3[CH:28]=2)=[O:31])[C:37]1=[O:47], predict the reactants needed to synthesize it. (3) Given the product [C:18]([C:17]1[CH:20]=[CH:21][C:14]([CH2:13][NH:12][C:27](=[O:26])[CH:4]([C:3]2[CH:6]=[CH:7][C:8]([O:10][CH3:11])=[CH:9][C:2]=2[F:1])[O:5][CH2:22][CH2:23][CH3:24])=[CH:15][CH:16]=1)#[N:19], predict the reactants needed to synthesize it. The reactants are: [F:1][C:2]1[CH:9]=[C:8]([O:10][CH3:11])[CH:7]=[CH:6][C:3]=1[CH:4]=[O:5].[NH2:12][CH2:13][C:14]1[CH:21]=[CH:20][C:17]([C:18]#[N:19])=[CH:16][CH:15]=1.[CH2:22](O)[CH2:23][CH3:24].[O:26]1CCOC[CH2:27]1.